Task: Regression. Given a peptide amino acid sequence and an MHC pseudo amino acid sequence, predict their binding affinity value. This is MHC class I binding data.. Dataset: Peptide-MHC class I binding affinity with 185,985 pairs from IEDB/IMGT (1) The peptide sequence is MPCVKKKADW. The MHC is Mamu-B17 with pseudo-sequence Mamu-B17. The binding affinity (normalized) is 0.381. (2) The peptide sequence is FPFKYAAAF. The MHC is HLA-A32:01 with pseudo-sequence HLA-A32:01. The binding affinity (normalized) is 0. (3) The peptide sequence is HLPGFGTAF. The MHC is BoLA-AW10 with pseudo-sequence BoLA-AW10. The binding affinity (normalized) is 0.0641. (4) The MHC is HLA-B07:02 with pseudo-sequence HLA-B07:02. The peptide sequence is QALSPRTLNAW. The binding affinity (normalized) is 0. (5) The peptide sequence is VGRVNPGTY. The MHC is HLA-A24:02 with pseudo-sequence HLA-A24:02. The binding affinity (normalized) is 0.205. (6) The peptide sequence is GMQFDKVYL. The MHC is HLA-A02:06 with pseudo-sequence HLA-A02:06. The binding affinity (normalized) is 0.195. (7) The peptide sequence is FRKANPDVTL. The MHC is HLA-B27:05 with pseudo-sequence HLA-B27:05. The binding affinity (normalized) is 0.701. (8) The peptide sequence is SLEFIRRSL. The MHC is HLA-B08:01 with pseudo-sequence HLA-B08:01. The binding affinity (normalized) is 0.342. (9) The peptide sequence is FPVRPQVPM. The MHC is H-2-Ld with pseudo-sequence H-2-Ld. The binding affinity (normalized) is 0.637. (10) The peptide sequence is LAYEHDVPI. The MHC is HLA-A03:01 with pseudo-sequence HLA-A03:01. The binding affinity (normalized) is 0.0847.